From a dataset of Full USPTO retrosynthesis dataset with 1.9M reactions from patents (1976-2016). Predict the reactants needed to synthesize the given product. (1) Given the product [OH:1][C@@:2]1([C:9]#[C:10][C:11]2[CH:12]=[C:13]([C:17]3[C:18]4[S:30][CH:29]=[CH:28][C:19]=4[N:20]=[C:21]([C:23]([NH2:31])=[O:25])[N:22]=3)[CH:14]=[CH:15][CH:16]=2)[CH2:6][CH2:5][N:4]([CH3:7])[C:3]1=[O:8], predict the reactants needed to synthesize it. The reactants are: [OH:1][C@@:2]1([C:9]#[C:10][C:11]2[CH:12]=[C:13]([C:17]3[C:18]4[S:30][CH:29]=[CH:28][C:19]=4[N:20]=[C:21]([C:23]([O:25]CC)=O)[N:22]=3)[CH:14]=[CH:15][CH:16]=2)[CH2:6][CH2:5][N:4]([CH3:7])[C:3]1=[O:8].[NH3:31]. (2) The reactants are: [F:1][C:2]1[CH:17]=[C:16]([CH:18]=O)[CH:15]=[CH:14][C:3]=1[O:4][C:5]1[CH:6]=[CH:7][C:8]([C:11]([NH2:13])=[O:12])=[N:9][CH:10]=1.[N:20]1([CH2:26][CH2:27][NH2:28])[CH2:25][CH2:24][S:23][CH2:22][CH2:21]1.[BH4-].[Na+]. Given the product [F:1][C:2]1[CH:17]=[C:16]([CH2:18][NH:28][CH2:27][CH2:26][N:20]2[CH2:25][CH2:24][S:23][CH2:22][CH2:21]2)[CH:15]=[CH:14][C:3]=1[O:4][C:5]1[CH:6]=[CH:7][C:8]([C:11]([NH2:13])=[O:12])=[N:9][CH:10]=1, predict the reactants needed to synthesize it. (3) Given the product [Cl:1][C:2]1[CH:28]=[CH:27][C:5]([CH2:6][CH2:7][O:8][C:9]2[N:10]=[N:11][C:12]([C:18]3[CH:23]=[C:22]([Cl:24])[C:21]([OH:25])=[C:20]([Cl:26])[CH:19]=3)=[CH:13][C:14]=2[C:15]([NH:59][CH2:60][C:61]2[CH:62]=[CH:63][C:64]([NH:67][S:68]([CH3:71])(=[O:70])=[O:69])=[CH:65][CH:66]=2)=[O:16])=[CH:4][CH:3]=1, predict the reactants needed to synthesize it. The reactants are: [Cl:1][C:2]1[CH:28]=[CH:27][C:5]([CH2:6][CH2:7][O:8][C:9]2[N:10]=[N:11][C:12]([C:18]3[CH:23]=[C:22]([Cl:24])[C:21]([OH:25])=[C:20]([Cl:26])[CH:19]=3)=[CH:13][C:14]=2[C:15](O)=[O:16])=[CH:4][CH:3]=1.Cl.CN(C)CCCN=C=NCC.OC1C=CC=C[N+]=1[O-].C(N(CC)C(C)C)(C)C.Cl.[NH2:59][CH2:60][C:61]1[CH:66]=[CH:65][C:64]([NH:67][S:68]([CH3:71])(=[O:70])=[O:69])=[CH:63][CH:62]=1.